Dataset: Catalyst prediction with 721,799 reactions and 888 catalyst types from USPTO. Task: Predict which catalyst facilitates the given reaction. (1) The catalyst class is: 7. Product: [CH2:31]([O:30][C:28](=[O:29])[NH:1][CH:2]1[CH2:8][CH2:7][CH2:6][CH2:5][N:4]2[C:9](=[O:19])[CH:10]=[C:11]([C:13]3[CH:18]=[CH:17][N:16]=[CH:15][N:14]=3)[N:12]=[C:3]12)[CH3:32]. Reactant: [NH2:1][CH:2]1[CH2:8][CH2:7][CH2:6][CH2:5][N:4]2[C:9](=[O:19])[CH:10]=[C:11]([C:13]3[CH:18]=[CH:17][N:16]=[CH:15][N:14]=3)[N:12]=[C:3]12.C(N(CC)CC)C.Cl[C:28]([O:30][CH2:31][CH3:32])=[O:29]. (2) Reactant: [Br:1][C:2]1[CH:3]=[N:4][CH:5]=[C:6]([OH:8])[CH:7]=1.Cl[C:10]([F:15])([F:14])C([O-])=O.[Na+].C(=O)([O-])[O-].[K+].[K+]. Product: [Br:1][C:2]1[CH:3]=[N:4][CH:5]=[C:6]([O:8][CH:10]([F:15])[F:14])[CH:7]=1. The catalyst class is: 245. (3) Reactant: [Cl:1][C:2]1[CH:25]=[CH:24][C:5]([CH2:6][NH:7][C:8]([C:10]2[C:11](=[O:23])[C:12]3[S:19][C:18]([CH2:20]Cl)=[C:17]([CH3:22])[C:13]=3[N:14]([CH3:16])[CH:15]=2)=[O:9])=[CH:4][CH:3]=1.[OH:26][CH:27]([C:31]1[CH:32]=[C:33]([NH:37][C:38](=[O:40])[CH3:39])[CH:34]=[CH:35][CH:36]=1)[CH2:28][NH:29][CH3:30].C(N(C(C)C)CC)(C)C. Product: [C:38]([NH:37][C:33]1[CH:32]=[C:31]([CH:27]([OH:26])[CH2:28][N:29]([CH2:20][C:18]2[S:19][C:12]3[C:11](=[O:23])[C:10]([C:8]([NH:7][CH2:6][C:5]4[CH:24]=[CH:25][C:2]([Cl:1])=[CH:3][CH:4]=4)=[O:9])=[CH:15][N:14]([CH3:16])[C:13]=3[C:17]=2[CH3:22])[CH3:30])[CH:36]=[CH:35][CH:34]=1)(=[O:40])[CH3:39]. The catalyst class is: 3. (4) Reactant: I[C:2]1[CH:10]=[CH:9][C:8]([CH3:11])=[CH:7][C:3]=1[C:4]([OH:6])=[O:5].[NH:12]1[CH:16]=[CH:15][N:14]=[N:13]1.C([O-])([O-])=O.[Cs+].[Cs+].CN[C@@H]1CCCC[C@H]1NC. Product: [N:12]1[N:13]([C:2]2[CH:10]=[CH:9][C:8]([CH3:11])=[CH:7][C:3]=2[C:4]([OH:6])=[O:5])[N:14]=[CH:15][CH:16]=1. The catalyst class is: 580. (5) Reactant: [CH2:1]([O:5][CH2:6][CH2:7][O:8][C:9]1[CH:14]=[CH:13][C:12]([C:15]2[CH:16]=[CH:17][C:18]3[N:24]([CH2:25][CH:26]([CH3:28])[CH3:27])[CH2:23][CH2:22][C:21]([C:29]([NH:31][C:32]4[CH:37]=[CH:36][C:35]([S:38][CH2:39][C:40]5[N:44]([CH2:45][CH2:46][CH3:47])[C:43]([S:48][CH3:49])=[N:42][N:41]=5)=[CH:34][CH:33]=4)=[O:30])=[CH:20][C:19]=3[CH:50]=2)=[CH:11][CH:10]=1)[CH2:2][CH2:3][CH3:4].ClC1C=CC=C(C(OO)=[O:59])C=1.S([O-])([O-])(=O)=S.[Na+].[Na+]. Product: [CH2:1]([O:5][CH2:6][CH2:7][O:8][C:9]1[CH:10]=[CH:11][C:12]([C:15]2[CH:16]=[CH:17][C:18]3[N:24]([CH2:25][CH:26]([CH3:27])[CH3:28])[CH2:23][CH2:22][C:21]([C:29]([NH:31][C:32]4[CH:33]=[CH:34][C:35]([S:38]([CH2:39][C:40]5[N:44]([CH2:45][CH2:46][CH3:47])[C:43]([S:48][CH3:49])=[N:42][N:41]=5)=[O:59])=[CH:36][CH:37]=4)=[O:30])=[CH:20][C:19]=3[CH:50]=2)=[CH:13][CH:14]=1)[CH2:2][CH2:3][CH3:4]. The catalyst class is: 4. (6) Reactant: [CH2:1]([O:3][CH2:4][CH:5]([S:22][C:23]1[CH:28]=[CH:27][C:26]([O:29][CH2:30][C:31]([O:33]CC)=[O:32])=[C:25]([CH3:36])[CH:24]=1)[C:6]1[CH:11]=[CH:10][CH:9]=[C:8]([C:12]2[CH:17]=[CH:16][C:15]([C:18]([F:21])([F:20])[F:19])=[CH:14][CH:13]=2)[N:7]=1)[CH3:2].[OH-].[Na+].Cl. Product: [CH2:1]([O:3][CH2:4][CH:5]([S:22][C:23]1[CH:28]=[CH:27][C:26]([O:29][CH2:30][C:31]([OH:33])=[O:32])=[C:25]([CH3:36])[CH:24]=1)[C:6]1[CH:11]=[CH:10][CH:9]=[C:8]([C:12]2[CH:13]=[CH:14][C:15]([C:18]([F:21])([F:19])[F:20])=[CH:16][CH:17]=2)[N:7]=1)[CH3:2]. The catalyst class is: 36. (7) Reactant: CC([O-])(C)C.[K+].[CH2:7]([C:12]1[O:13][CH:14]=[CH:15][CH:16]=1)[CH2:8][CH2:9][CH2:10][CH3:11].[SiH:17]([CH2:22][CH3:23])([CH2:20][CH3:21])[CH2:18][CH3:19]. Product: [CH2:18]([Si:17]([CH2:22][CH3:23])([CH2:20][CH3:21])[C:14]1[O:13][C:12]([CH2:7][CH2:8][CH2:9][CH2:10][CH3:11])=[CH:16][CH:15]=1)[CH3:19]. The catalyst class is: 1. (8) Reactant: [C:1]([O:5][C:6]([NH:8][CH:9]1[C:27](=[O:28])[N:26]2[CH:22]([CH2:23][C:24]([O:29][Si:30]([C:33]([CH3:36])([CH3:35])[CH3:34])([CH3:32])[CH3:31])=[CH:25]2)[C:21](=[O:37])[NH:20][C:19]2([C:38]([OH:40])=[O:39])[CH:17]([CH2:18]2)[CH2:16][CH2:15][CH2:14][CH2:13][CH2:12][CH2:11][CH2:10]1)=[O:7])([CH3:4])([CH3:3])[CH3:2].C(OC(C12CC1C=CCCCCCC(NC(OC(C)(C)C)=O)C(=O)N1C(CC(O[Si](C(C)(C)C)(C)C)C1)C(=O)N2)=O)C.C1COCC1.O.[OH-].[Li+]. Product: [C:1]([O:5][C:6]([NH:8][CH:9]1[C:27](=[O:28])[N:26]2[CH:22]([CH2:23][CH:24]([O:29][Si:30]([C:33]([CH3:35])([CH3:34])[CH3:36])([CH3:32])[CH3:31])[CH2:25]2)[C:21](=[O:37])[NH:20][C:19]2([C:38]([OH:40])=[O:39])[CH:17]([CH2:18]2)[CH:16]=[CH:15][CH2:14][CH2:13][CH2:12][CH2:11][CH2:10]1)=[O:7])([CH3:2])([CH3:3])[CH3:4]. The catalyst class is: 72. (9) Reactant: [BH4-].[Na+].[CH3:3][O:4][C:5]1[N:6]=[C:7]2[C:12](=[CH:13][CH:14]=1)[N:11]=[CH:10][CH:9]=[C:8]2[NH:15][C:16]([N:18]1[CH2:23][CH2:22][N:21]([CH2:24][C:25](=[O:37])[C:26]2[CH:27]=[CH:28][C:29]3[O:34][CH2:33][C:32](=[O:35])[NH:31][C:30]=3[CH:36]=2)[CH2:20][CH2:19]1)=[O:17]. Product: [CH3:3][O:4][C:5]1[N:6]=[C:7]2[C:12](=[CH:13][CH:14]=1)[N:11]=[CH:10][CH:9]=[C:8]2[NH:15][C:16]([N:18]1[CH2:19][CH2:20][N:21]([CH2:24][CH:25]([OH:37])[C:26]2[CH:27]=[CH:28][C:29]3[O:34][CH2:33][C:32](=[O:35])[NH:31][C:30]=3[CH:36]=2)[CH2:22][CH2:23]1)=[O:17]. The catalyst class is: 5. (10) Reactant: [Si]([O:8][CH2:9][C:10]1[N:11]=[C:12]([N:16]2[CH2:22][CH:21]3[O:23][CH:18]([CH2:19][CH2:20]3)[CH2:17]2)[S:13][C:14]=1[CH3:15])(C(C)(C)C)(C)C.F.F.F.C(N(CC)CC)C. Product: [CH:21]12[O:23][CH:18]([CH2:19][CH2:20]1)[CH2:17][N:16]([C:12]1[S:13][C:14]([CH3:15])=[C:10]([CH2:9][OH:8])[N:11]=1)[CH2:22]2. The catalyst class is: 1.